From a dataset of Catalyst prediction with 721,799 reactions and 888 catalyst types from USPTO. Predict which catalyst facilitates the given reaction. Reactant: [Cl:1][C:2]1[CH:7]=[CH:6][C:5]([C:8]([N:17]2[C:25]3[C:20](=[C:21]([NH:26][S:27]([CH3:30])(=[O:29])=[O:28])[CH:22]=[CH:23][CH:24]=3)[CH:19]=[N:18]2)([CH2:15][CH3:16])[CH2:9][CH2:10][C:11]([O:13]C)=O)=[CH:4][CH:3]=1.[CH3:31][Li]. Product: [Cl:1][C:2]1[CH:7]=[CH:6][C:5]([C:8]([N:17]2[C:25]3[C:20](=[C:21]([NH:26][S:27]([CH3:30])(=[O:28])=[O:29])[CH:22]=[CH:23][CH:24]=3)[CH:19]=[N:18]2)([CH2:9][CH2:10][C:11](=[O:13])[CH3:31])[CH2:15][CH3:16])=[CH:4][CH:3]=1. The catalyst class is: 1.